Dataset: NCI-60 drug combinations with 297,098 pairs across 59 cell lines. Task: Regression. Given two drug SMILES strings and cell line genomic features, predict the synergy score measuring deviation from expected non-interaction effect. (1) Drug 1: CC(C)(C#N)C1=CC(=CC(=C1)CN2C=NC=N2)C(C)(C)C#N. Drug 2: CC1=C2C(C(=O)C3(C(CC4C(C3C(C(C2(C)C)(CC1OC(=O)C(C(C5=CC=CC=C5)NC(=O)OC(C)(C)C)O)O)OC(=O)C6=CC=CC=C6)(CO4)OC(=O)C)O)C)O. Synergy scores: CSS=1.04, Synergy_ZIP=-0.779, Synergy_Bliss=-1.38, Synergy_Loewe=-1.13, Synergy_HSA=-0.662. Cell line: SNB-75. (2) Drug 1: C1CN1P(=S)(N2CC2)N3CC3. Drug 2: C1CN1C2=NC(=NC(=N2)N3CC3)N4CC4. Cell line: SK-MEL-28. Synergy scores: CSS=12.5, Synergy_ZIP=-6.58, Synergy_Bliss=-0.985, Synergy_Loewe=-7.71, Synergy_HSA=0.701. (3) Drug 1: C1=C(C(=O)NC(=O)N1)F. Drug 2: C1CN1P(=S)(N2CC2)N3CC3. Cell line: SF-295. Synergy scores: CSS=36.7, Synergy_ZIP=-6.37, Synergy_Bliss=-7.17, Synergy_Loewe=-3.78, Synergy_HSA=-3.05. (4) Drug 1: CCCCCOC(=O)NC1=NC(=O)N(C=C1F)C2C(C(C(O2)C)O)O. Drug 2: CC1CCC2CC(C(=CC=CC=CC(CC(C(=O)C(C(C(=CC(C(=O)CC(OC(=O)C3CCCCN3C(=O)C(=O)C1(O2)O)C(C)CC4CCC(C(C4)OC)O)C)C)O)OC)C)C)C)OC. Cell line: K-562. Synergy scores: CSS=-3.59, Synergy_ZIP=0.307, Synergy_Bliss=-2.40, Synergy_Loewe=-4.28, Synergy_HSA=-3.77. (5) Drug 1: C1CC(CNC1)C2=CC=C(C=C2)N3C=C4C=CC=C(C4=N3)C(=O)N. Drug 2: CNC(=O)C1=NC=CC(=C1)OC2=CC=C(C=C2)NC(=O)NC3=CC(=C(C=C3)Cl)C(F)(F)F. Cell line: NCI-H460. Synergy scores: CSS=48.5, Synergy_ZIP=1.06, Synergy_Bliss=3.02, Synergy_Loewe=-3.26, Synergy_HSA=6.68. (6) Drug 1: CNC(=O)C1=NC=CC(=C1)OC2=CC=C(C=C2)NC(=O)NC3=CC(=C(C=C3)Cl)C(F)(F)F. Drug 2: CC1=C(C(=O)C2=C(C1=O)N3CC4C(C3(C2COC(=O)N)OC)N4)N. Cell line: MCF7. Synergy scores: CSS=11.5, Synergy_ZIP=-0.846, Synergy_Bliss=-1.42, Synergy_Loewe=-23.0, Synergy_HSA=-7.15. (7) Drug 1: CN(C(=O)NC(C=O)C(C(C(CO)O)O)O)N=O. Drug 2: C1C(C(OC1N2C=NC3=C2NC=NCC3O)CO)O. Cell line: A498. Synergy scores: CSS=71.8, Synergy_ZIP=-1.10, Synergy_Bliss=-2.68, Synergy_Loewe=-2.42, Synergy_HSA=-1.69. (8) Drug 1: CCC1=C2CN3C(=CC4=C(C3=O)COC(=O)C4(CC)O)C2=NC5=C1C=C(C=C5)O. Drug 2: CC1CCCC2(C(O2)CC(NC(=O)CC(C(C(=O)C(C1O)C)(C)C)O)C(=CC3=CSC(=N3)C)C)C. Cell line: HOP-92. Synergy scores: CSS=30.9, Synergy_ZIP=-7.67, Synergy_Bliss=-5.91, Synergy_Loewe=-0.689, Synergy_HSA=0.491. (9) Cell line: HT29. Synergy scores: CSS=33.5, Synergy_ZIP=6.52, Synergy_Bliss=6.49, Synergy_Loewe=-32.3, Synergy_HSA=3.16. Drug 1: C1=CC(=C2C(=C1NCCNCCO)C(=O)C3=C(C=CC(=C3C2=O)O)O)NCCNCCO. Drug 2: CN1C(=O)N2C=NC(=C2N=N1)C(=O)N.